This data is from Forward reaction prediction with 1.9M reactions from USPTO patents (1976-2016). The task is: Predict the product of the given reaction. (1) Given the reactants [Br:1][C:2]1[CH:3]=[C:4]2[C:8](=[CH:9][CH:10]=1)[NH:7][CH2:6][CH2:5]2.[CH2:11]1[CH:19]2[N:14]([CH2:15][CH2:16][C:17](=O)[CH2:18]2)[CH2:13][CH2:12]1.[BH-](OC(C)=O)(OC(C)=O)OC(C)=O.[Na+], predict the reaction product. The product is: [Br:1][C:2]1[CH:3]=[C:4]2[C:8](=[CH:9][CH:10]=1)[N:7]([CH:17]1[CH2:18][CH:19]3[N:14]([CH2:13][CH2:12][CH2:11]3)[CH2:15][CH2:16]1)[CH2:6][CH2:5]2. (2) Given the reactants Br[CH:2]([C:6]([C:8]1[CH:13]=[CH:12][C:11]([Cl:14])=[CH:10][CH:9]=1)=O)[C:3]([NH2:5])=[O:4].[NH2:15][C:16]([NH2:18])=[S:17], predict the reaction product. The product is: [NH2:18][C:16]1[S:17][C:2]([C:3]([NH2:5])=[O:4])=[C:6]([C:8]2[CH:13]=[CH:12][C:11]([Cl:14])=[CH:10][CH:9]=2)[N:15]=1. (3) Given the reactants [N+:1]([C:4]1[CH:12]=[C:8]([C:9]([OH:11])=O)[C:7]([NH2:13])=[CH:6][C:5]=1[O:14][CH2:15][CH2:16][CH2:17][OH:18])([O-:3])=[O:2].C([O-])([O-])OC.C([O-])(=O)C.[NH4+:28].[CH3:29]O, predict the reaction product. The product is: [N+:1]([C:4]1[CH:12]=[C:8]2[C:7](=[CH:6][C:5]=1[O:14][CH2:15][CH2:16][CH2:17][OH:18])[N:13]=[CH:29][NH:28][C:9]2=[O:11])([O-:3])=[O:2]. (4) Given the reactants [CH2:1]([NH2:17])[CH2:2][CH2:3][CH2:4][CH2:5][CH2:6][CH2:7][CH2:8][CH2:9][CH2:10][CH2:11][CH2:12][CH2:13][CH2:14][CH2:15][CH3:16].[Cl:18][CH2:19][C:20](O[C:20](=[O:21])[CH2:19][Cl:18])=[O:21], predict the reaction product. The product is: [Cl:18][CH2:19][C:20]([NH:17][CH2:1][CH2:2][CH2:3][CH2:4][CH2:5][CH2:6][CH2:7][CH2:8][CH2:9][CH2:10][CH2:11][CH2:12][CH2:13][CH2:14][CH2:15][CH3:16])=[O:21]. (5) Given the reactants [NH:1]1[CH2:6][CH2:5][CH:4]([C:7]([C:9]2[CH:14]=[CH:13][C:12]([NH:15][C:16](=[O:18])[CH3:17])=[CH:11][CH:10]=2)=[O:8])[CH2:3][CH2:2]1.C(=O)([O-])[O-].[K+].[K+].Br[CH2:26][C:27]1[CH:32]=[CH:31][C:30]([C:33]([OH:42])([C:38]([F:41])([F:40])[F:39])[C:34]([F:37])([F:36])[F:35])=[CH:29][CH:28]=1.CO, predict the reaction product. The product is: [F:35][C:34]([F:36])([F:37])[C:33]([C:30]1[CH:31]=[CH:32][C:27]([CH2:26][N:1]2[CH2:2][CH2:3][CH:4]([C:7]([C:9]3[CH:10]=[CH:11][C:12]([NH:15][C:16](=[O:18])[CH3:17])=[CH:13][CH:14]=3)=[O:8])[CH2:5][CH2:6]2)=[CH:28][CH:29]=1)([OH:42])[C:38]([F:39])([F:41])[F:40].